From a dataset of Forward reaction prediction with 1.9M reactions from USPTO patents (1976-2016). Predict the product of the given reaction. (1) Given the reactants [F:1][CH:2]([F:29])[C:3]([N:5]1[C@H:9]([CH2:10][F:11])[C@@H:8]([C:12]2[CH:17]=[CH:16][C:15](B3OC(C)(C)C(C)(C)O3)=[CH:14][CH:13]=2)[O:7][C:6]1([CH3:28])[CH3:27])=[O:4].[C:30]([O:34][C:35]([N:37]1[CH2:41][CH2:40][CH2:39][CH:38]1[C:42]1[CH:47]=[CH:46][C:45](Br)=[CH:44][N:43]=1)=[O:36])([CH3:33])([CH3:32])[CH3:31].C(=O)(O)[O-].[Na+], predict the reaction product. The product is: [C:30]([O:34][C:35]([N:37]1[CH2:41][CH2:40][CH2:39][CH:38]1[C:42]1[CH:47]=[CH:46][C:45]([C:15]2[CH:16]=[CH:17][C:12]([C@H:8]3[O:7][C:6]([CH3:27])([CH3:28])[N:5]([C:3](=[O:4])[CH:2]([F:29])[F:1])[C@@H:9]3[CH2:10][F:11])=[CH:13][CH:14]=2)=[CH:44][N:43]=1)=[O:36])([CH3:33])([CH3:31])[CH3:32]. (2) Given the reactants C[O-].[Na+].Cl.[CH:5]1([C:8]([NH2:10])=[NH:9])[CH2:7][CH2:6]1.C([O:13][C:14](=O)[CH2:15][C:16](=O)[C:17]1[CH:22]=[CH:21][CH:20]=[CH:19][CH:18]=1)C, predict the reaction product. The product is: [CH:5]1([C:8]2[N:10]=[C:14]([OH:13])[CH:15]=[C:16]([C:17]3[CH:22]=[CH:21][CH:20]=[CH:19][CH:18]=3)[N:9]=2)[CH2:7][CH2:6]1. (3) Given the reactants Br[C:2]1[C:7]([N+:8]([O-:10])=[O:9])=[CH:6][CH:5]=[C:4]([Br:11])[N:3]=1.[NH4+:12].C(O)C.O, predict the reaction product. The product is: [NH2:12][C:2]1[C:7]([N+:8]([O-:10])=[O:9])=[CH:6][CH:5]=[C:4]([Br:11])[N:3]=1. (4) Given the reactants C(OC([N:8]1[CH2:13][CH2:12][CH2:11][CH2:10][CH:9]1[C:14]([OH:16])=O)=O)(C)(C)C.Cl.[CH3:18][O:19][C:20](=[O:23])[CH2:21][NH2:22].Cl.CN([CH2:28][CH2:29][CH2:30]N=C=NCC)C.CC[N:38](CC)CC, predict the reaction product. The product is: [CH3:18][O:19][C:20](=[O:23])[CH2:21][NH2:22].[CH2:18]([O:19][C:20]([NH:38][C:14](=[O:16])[CH:9]1[CH2:10][CH2:11][CH2:12][CH2:13][NH:8]1)=[O:23])[CH2:30][CH2:29][CH3:28]. (5) Given the reactants ClC1C=C(Cl)C=CC=1[C@@]1(CN2C=CN=C2)O[C@H](COC2C=CC(N3CCN(C(NCC)=O)CC3)=CC=2)CO1.[Cl:39][C:40]1[CH:45]=[C:44]([Cl:46])[CH:43]=[CH:42][C:41]=1[C@:47]1([CH2:66][N:67]2[CH:71]=[CH:70][N:69]=[CH:68]2)[O:51][C@@H:50]([CH2:52][O:53][C:54]2[CH:59]=[CH:58][C:57]([N:60]3[CH2:65][CH2:64][NH:63][CH2:62][CH2:61]3)=[CH:56][CH:55]=2)[CH2:49][O:48]1.ClC1C=C(Cl)C=CC=1[C@@]1(CN2C=CN=C2)O[C@H](COC2C=CC(N3CCNCC3)=CC=2)CO1.[CH3:105][O:106][C:107](=[O:119])[C@@H:108]([N:116]=[C:117]=[O:118])[CH2:109][C:110]1[CH:115]=[CH:114][CH:113]=[CH:112][CH:111]=1.C(N=C=O)C, predict the reaction product. The product is: [Cl:39][C:40]1[CH:45]=[C:44]([Cl:46])[CH:43]=[CH:42][C:41]=1[C@:47]1([CH2:66][N:67]2[CH:71]=[CH:70][N:69]=[CH:68]2)[O:51][C@@H:50]([CH2:52][O:53][C:54]2[CH:55]=[CH:56][C:57]([N:60]3[CH2:61][CH2:62][N:63]([C:117]([NH:116][C@@H:108]([CH2:109][C:110]4[CH:115]=[CH:114][CH:113]=[CH:112][CH:111]=4)[C:107]([O:106][CH3:105])=[O:119])=[O:118])[CH2:64][CH2:65]3)=[CH:58][CH:59]=2)[CH2:49][O:48]1. (6) Given the reactants [F:1][C:2]([F:13])([F:12])[O:3][C:4]1[CH:11]=[CH:10][C:7]([CH2:8]Br)=[CH:6][CH:5]=1.C(=O)([O-])[O-].[K+].[K+].[CH2:20]([O:22][C:23](=[O:54])[CH2:24][C:25]1([CH2:28][CH2:29][CH:30](/[CH:45]=[CH:46]/[C:47]2[CH:52]=[CH:51][CH:50]=[CH:49][C:48]=2[OH:53])[CH2:31][C:32]2[CH:44]=[CH:43][C:35]([C:36]([O:38][C:39]([CH3:42])([CH3:41])[CH3:40])=[O:37])=[CH:34][CH:33]=2)[CH2:27][CH2:26]1)[CH3:21], predict the reaction product. The product is: [CH2:20]([O:22][C:23](=[O:54])[CH2:24][C:25]1([CH2:28][CH2:29][CH:30](/[CH:45]=[CH:46]/[C:47]2[CH:52]=[CH:51][CH:50]=[CH:49][C:48]=2[O:53][CH2:8][C:7]2[CH:10]=[CH:11][C:4]([O:3][C:2]([F:13])([F:12])[F:1])=[CH:5][CH:6]=2)[CH2:31][C:32]2[CH:33]=[CH:34][C:35]([C:36]([O:38][C:39]([CH3:42])([CH3:41])[CH3:40])=[O:37])=[CH:43][CH:44]=2)[CH2:26][CH2:27]1)[CH3:21]. (7) The product is: [C:42]([O:41][C@@H:37]1[C@@H:36]([O:45][C:46](=[O:47])[CH3:48])[C@H:35]([O:49][C:50](=[O:51])[CH3:52])[C@@H:34]([CH2:33][O:32][C:30](=[O:31])[CH3:29])[O:39][C@H:38]1[O:27][C:20]1[C:19]([CH2:18][C:15]2[CH:16]=[CH:17][C:12]([O:11][CH2:10][CH2:9][O:8][CH2:1][C:2]3[CH:7]=[CH:6][CH:5]=[CH:4][CH:3]=3)=[CH:13][C:14]=2[CH3:28])=[C:23]([CH:24]([CH3:25])[CH3:26])[NH:22][N:21]=1)(=[O:43])[CH3:44]. Given the reactants [CH2:1]([O:8][CH2:9][CH2:10][O:11][C:12]1[CH:17]=[CH:16][C:15]([CH2:18][C:19]2[C:20](=[O:27])[NH:21][NH:22][C:23]=2[CH:24]([CH3:26])[CH3:25])=[C:14]([CH3:28])[CH:13]=1)[C:2]1[CH:7]=[CH:6][CH:5]=[CH:4][CH:3]=1.[CH3:29][C:30]([O:32][CH2:33][C@H:34]1[O:39][C@H:38](Br)[C@H:37]([O:41][C:42]([CH3:44])=[O:43])[C@@H:36]([O:45][C:46]([CH3:48])=[O:47])[C@@H:35]1[O:49][C:50]([CH3:52])=[O:51])=[O:31].[OH-].[Na+], predict the reaction product. (8) Given the reactants C1(P(C2C=CC=CC=2)C2C=CC=CC=2)C=CC=CC=1.CCN(CC)CC.[Si:27]([O:34][C@@H:35]([CH3:63])[C@@H:36]([NH:51][C:52]1[C:60]2[CH:59]=[CH:58][S:57][C:56]=2[C:55]([C:61]#[N:62])=[CH:54][CH:53]=1)[C:37]([NH:39][NH:40][C:41](=O)[C:42]1[CH:47]=[CH:46][C:45]([C:48]#[N:49])=[CH:44][CH:43]=1)=[O:38])([C:30]([CH3:33])([CH3:32])[CH3:31])([CH3:29])[CH3:28], predict the reaction product. The product is: [Si:27]([O:34][C@@H:35]([CH3:63])[C@@H:36]([NH:51][C:52]1[C:60]2[CH:59]=[CH:58][S:57][C:56]=2[C:55]([C:61]#[N:62])=[CH:54][CH:53]=1)[C:37]1[O:38][C:41]([C:42]2[CH:47]=[CH:46][C:45]([C:48]#[N:49])=[CH:44][CH:43]=2)=[N:40][N:39]=1)([C:30]([CH3:33])([CH3:32])[CH3:31])([CH3:29])[CH3:28]. (9) Given the reactants [CH2:1]([O:3][C:4]1[CH:14]=[C:13]([N+:15]([O-])=O)[CH:12]=[CH:11][C:5]=1[C:6]([O:8][CH2:9][CH3:10])=[O:7])[CH3:2].[Cl-].[NH4+], predict the reaction product. The product is: [NH2:15][C:13]1[CH:12]=[CH:11][C:5]([C:6]([O:8][CH2:9][CH3:10])=[O:7])=[C:4]([O:3][CH2:1][CH3:2])[CH:14]=1. (10) Given the reactants [NH2:1][C:2]1[C:13]([O:14][C:15]2[CH:20]=[CH:19][CH:18]=[C:17]([O:21][CH2:22][C:23]3[CH:28]=[CH:27][CH:26]=[CH:25][CH:24]=3)[CH:16]=2)=[CH:12][C:5]2[N:6]([CH3:11])[C:7](=[O:10])[N:8]([CH3:9])[C:4]=2[CH:3]=1.[CH3:29][C:30]1[C:34]([S:35](Cl)(=[O:37])=[O:36])=[C:33]([CH3:39])[NH:32][N:31]=1.N1C=CC=CC=1, predict the reaction product. The product is: [CH2:22]([O:21][C:17]1[CH:16]=[C:15]([CH:20]=[CH:19][CH:18]=1)[O:14][C:13]1[C:2]([NH:1][S:35]([C:34]2[C:30]([CH3:29])=[N:31][NH:32][C:33]=2[CH3:39])(=[O:37])=[O:36])=[CH:3][C:4]2[N:8]([CH3:9])[C:7](=[O:10])[N:6]([CH3:11])[C:5]=2[CH:12]=1)[C:23]1[CH:28]=[CH:27][CH:26]=[CH:25][CH:24]=1.